Predict the reactants needed to synthesize the given product. From a dataset of Retrosynthesis with 50K atom-mapped reactions and 10 reaction types from USPTO. Given the product C=CCON1C(=O)N2C[C@H]1C(C)=C[C@H]2CO, predict the reactants needed to synthesize it. The reactants are: C=CCON1C(=O)N2C[C@H]1C(C)=C[C@H]2CO[Si](C)(C)C(C)(C)C.